Dataset: Reaction yield outcomes from USPTO patents with 853,638 reactions. Task: Predict the reaction yield, written as a fraction of the theoretical maximum amount of product (1.0 means a 100% yield; for example, 0.34 means a 34% yield). (1) The product is [F:1][C:2]([C:5]1[CH:6]=[C:7]([CH:10]=[CH:11][CH:12]=1)[C:8]([OH:16])=[O:13])([F:4])[CH3:3]. The reactants are [F:1][C:2]([C:5]1[CH:6]=[C:7]([CH:10]=[CH:11][CH:12]=1)[C:8]#N)([F:4])[CH3:3].[OH-:13].[Na+].Cl.[OH2:16]. No catalyst specified. The yield is 0.900. (2) The catalyst is C(Cl)Cl. The product is [Br:1][C:2]1[CH:14]=[CH:13][C:5]([CH2:6][N:7]2[CH2:8][CH2:9][S:10](=[O:23])[CH2:11][CH2:12]2)=[CH:4][CH:3]=1. The yield is 0.590. The reactants are [Br:1][C:2]1[CH:14]=[CH:13][C:5]([CH2:6][N:7]2[CH2:12][CH2:11][S:10][CH2:9][CH2:8]2)=[CH:4][CH:3]=1.ClC1C=CC=C(C(OO)=[O:23])C=1. (3) The reactants are [Br:1][CH2:2][CH2:3][CH2:4][OH:5].[O:6]1[CH:11]=[CH:10][CH2:9][CH2:8][CH2:7]1. The catalyst is C(Cl)Cl. The product is [Br:1][CH2:2][CH2:3][CH2:4][O:5][CH:7]1[CH2:8][CH2:9][CH2:10][CH2:11][O:6]1. The yield is 0.864. (4) The reactants are C[O:2][C:3]([C@H:5]1[CH2:9][C@@H:8]([NH:10][C:11]([O:13][C:14]([CH3:17])([CH3:16])[CH3:15])=[O:12])[C@@H:7]([OH:18])[CH2:6]1)=[O:4].N1C=CN=C1.[CH3:24][C:25]([Si:28](Cl)([CH3:30])[CH3:29])([CH3:27])[CH3:26].Cl. The catalyst is C(Cl)Cl.CN(C1C=CN=CC=1)C.C(O)(C)C.[OH-].[Na+].C(Cl)(Cl)Cl. The product is [C:11]([NH:10][C@@H:8]1[CH2:9][C@H:5]([C:3]([OH:2])=[O:4])[CH2:6][C@@H:7]1[O:18][Si:28]([C:25]([CH3:27])([CH3:26])[CH3:24])([CH3:30])[CH3:29])([O:13][C:14]([CH3:17])([CH3:16])[CH3:15])=[O:12]. The yield is 0.871. (5) The reactants are [CH:1]1([S:4]([N:7]2[CH:11]=[C:10]([C:12]3[N:17]=[C:16]([NH:18][C:19]4[N:24]=[CH:23][C:22]5[N:25]=[C:26]([CH2:31][O:32]C6CCCCO6)[N:27]([CH:28]([CH3:30])[CH3:29])[C:21]=5[CH:20]=4)[CH:15]=[CH:14][N:13]=3)[CH:9]=[N:8]2)(=[O:6])=[O:5])[CH2:3][CH2:2]1. The catalyst is Cl.C(=O)(O)[O-].[Na+]. The product is [CH:1]1([S:4]([N:7]2[CH:11]=[C:10]([C:12]3[N:17]=[C:16]([NH:18][C:19]4[N:24]=[CH:23][C:22]5[N:25]=[C:26]([CH2:31][OH:32])[N:27]([CH:28]([CH3:29])[CH3:30])[C:21]=5[CH:20]=4)[CH:15]=[CH:14][N:13]=3)[CH:9]=[N:8]2)(=[O:6])=[O:5])[CH2:3][CH2:2]1. The yield is 0.610. (6) The reactants are C(O[C:6]([N:8]1[CH2:12][CH:11]([CH2:13][O:14][CH3:15])[CH2:10][CH:9]1[C:16]1[NH:17][C:18]([C:21]2[CH:26]=[CH:25][C:24]([Br:27])=[CH:23][CH:22]=2)=[CH:19][N:20]=1)=[O:7])(C)(C)C.Cl.[CH3:29][O:30][C:31]([NH:33][CH:34]([CH:38]([CH3:40])[CH3:39])C(O)=O)=[O:32].CN(C(ON1N=NC2C=CC=NC1=2)=[N+](C)C)C.F[P-](F)(F)(F)(F)F.C(N(CC)CC)C. The catalyst is C(Cl)Cl.CN(C=O)C.CCOC(C)=O. The product is [CH3:29][O:30][C:31](=[O:32])[NH:33][CH:34]([C:6]([N:8]1[CH2:12][CH:11]([CH2:13][O:14][CH3:15])[CH2:10][CH:9]1[C:16]1[NH:17][C:18]([C:21]2[CH:22]=[CH:23][C:24]([Br:27])=[CH:25][CH:26]=2)=[CH:19][N:20]=1)=[O:7])[CH:38]([CH3:40])[CH3:39]. The yield is 0.980. (7) The reactants are [C:1]([C:3]1[CH:29]=[CH:28][C:6]([O:7][CH2:8][C@@H:9]([OH:27])[CH2:10][N:11]2[CH2:18][CH:17]3[O:19][CH:13]([CH2:14][N:15](C(OC(C)(C)C)=O)[CH2:16]3)[CH2:12]2)=[CH:5][CH:4]=1)#[N:2].Cl. The catalyst is C(OCC)(=O)C. The product is [OH:27][C@@H:9]([CH2:10][N:11]1[CH2:18][CH:17]2[O:19][CH:13]([CH2:14][NH:15][CH2:16]2)[CH2:12]1)[CH2:8][O:7][C:6]1[CH:28]=[CH:29][C:3]([C:1]#[N:2])=[CH:4][CH:5]=1. The yield is 0.910.